Dataset: Forward reaction prediction with 1.9M reactions from USPTO patents (1976-2016). Task: Predict the product of the given reaction. (1) Given the reactants [NH2:1][CH2:2][CH2:3][CH2:4][N:5]1[C:17]2[C:16]3[CH:15]=[CH:14][CH:13]=[CH:12][C:11]=3[N:10]=[C:9]([NH2:18])[C:8]=2[N:7]=[C:6]1[CH3:19].[C:20](Cl)(=[O:24])[CH2:21][CH2:22][CH3:23], predict the reaction product. The product is: [NH2:18][C:9]1[C:8]2[N:7]=[C:6]([CH3:19])[N:5]([CH2:4][CH2:3][CH2:2][NH:1][C:20](=[O:24])[CH2:21][CH2:22][CH3:23])[C:17]=2[C:16]2[CH:15]=[CH:14][CH:13]=[CH:12][C:11]=2[N:10]=1. (2) Given the reactants [CH:1]([C:3]1[N:4]([S:8]([N:11]([CH3:13])[CH3:12])(=[O:10])=[O:9])[CH:5]=[CH:6][N:7]=1)=O.[CH2:14]([NH2:21])[C:15]1[CH:20]=[CH:19][CH:18]=[CH:17][CH:16]=1, predict the reaction product. The product is: [CH2:14]([NH:21][CH2:1][C:3]1[N:4]([S:8]([N:11]([CH3:13])[CH3:12])(=[O:10])=[O:9])[CH:5]=[CH:6][N:7]=1)[C:15]1[CH:20]=[CH:19][CH:18]=[CH:17][CH:16]=1. (3) Given the reactants [CH3:1][N:2]1[C@@H:7]2[CH2:8][C:9]3[CH:14]=[CH:13][C:12]([O:15][CH3:16])=[C:11]4[O:17][C@H:18]5[C@@H:19]([OH:22])[CH:20]=[CH:21][C@@H:6]2[C@:5]5([C:10]=34)[CH2:4][CH2:3]1.[OH:23][S:24]([OH:27])(=[O:26])=[O:25].CN1[C@@H]2CC3C=CC(OC)=C4O[C@H]5C(CC[C@@H]2[C@]5(C=34)CC1)=O.[OH-].[Na+], predict the reaction product. The product is: [CH3:1][N:2]1[C@@H:7]2[CH2:8][C:9]3[CH:14]=[CH:13][C:12]([O:15][CH3:16])=[C:11]4[O:17][C@H:18]5[C:19]([CH2:20][CH2:21][C@@H:6]2[C@:5]5([C:10]=34)[CH2:4][CH2:3]1)=[O:22].[S:24]([O-:27])([O-:26])(=[O:25])=[O:23]. (4) Given the reactants [C:1]1([C:7]2[CH:8]=[C:9]([C:16]3[O:20][N:19]=[C:18]([C:21]4[CH:26]=[CH:25][C:24]([CH2:27][N:28]5[C:32]([C:33]([O:35]CC)=[O:34])=[CH:31][CH:30]=[N:29]5)=[CH:23][CH:22]=4)[N:17]=3)[S:10][C:11]=2[C:12]([F:15])([F:14])[F:13])[CH:6]=[CH:5][CH:4]=[CH:3][CH:2]=1.C(O)C.[Li+].[OH-].Cl, predict the reaction product. The product is: [C:1]1([C:7]2[CH:8]=[C:9]([C:16]3[O:20][N:19]=[C:18]([C:21]4[CH:26]=[CH:25][C:24]([CH2:27][N:28]5[C:32]([C:33]([OH:35])=[O:34])=[CH:31][CH:30]=[N:29]5)=[CH:23][CH:22]=4)[N:17]=3)[S:10][C:11]=2[C:12]([F:14])([F:15])[F:13])[CH:6]=[CH:5][CH:4]=[CH:3][CH:2]=1.